From a dataset of Retrosynthesis with 50K atom-mapped reactions and 10 reaction types from USPTO. Predict the reactants needed to synthesize the given product. The reactants are: COc1cc(O)c2c(c1C(=O)NCc1c(C)cc(OC(C)=O)cc1C)OC1=CC(O)=C(C(C)=O)C(=O)[C@]12C. Given the product COc1cc(O)c2c(c1C(=O)NCc1c(C)cc(O)cc1C)OC1=CC(O)=C(C(C)=O)C(=O)[C@]12C, predict the reactants needed to synthesize it.